Dataset: Cav3 T-type calcium channel HTS with 100,875 compounds. Task: Binary Classification. Given a drug SMILES string, predict its activity (active/inactive) in a high-throughput screening assay against a specified biological target. (1) The molecule is S(=O)(=O)(N1CCN(CC1)C(=O)c1occc1)c1c(=O)n(c(=O)n(c1)C)C. The result is 0 (inactive). (2) The molecule is Clc1cc(Cn2nc(c(NC(=O)c3noc(C4CC4)c3)c2C)C)ccc1Cl. The result is 1 (active).